From a dataset of Peptide-MHC class I binding affinity with 185,985 pairs from IEDB/IMGT. Regression. Given a peptide amino acid sequence and an MHC pseudo amino acid sequence, predict their binding affinity value. This is MHC class I binding data. The peptide sequence is YQYPRDTHY. The MHC is HLA-A69:01 with pseudo-sequence HLA-A69:01. The binding affinity (normalized) is 0.0847.